Predict the reactants needed to synthesize the given product. From a dataset of Retrosynthesis with 50K atom-mapped reactions and 10 reaction types from USPTO. Given the product CCOC(CC(=O)N1CCN(C(=O)OCc2ccccc2)CC1)OCC, predict the reactants needed to synthesize it. The reactants are: CCOC(=O)CC(OCC)OCC.O=C(OCc1ccccc1)N1CCNCC1.